Dataset: Full USPTO retrosynthesis dataset with 1.9M reactions from patents (1976-2016). Task: Predict the reactants needed to synthesize the given product. The reactants are: Br[C:2]1[CH:3]=[CH:4][C:5]([NH:12][S:13]([C:16]2[CH:21]=[CH:20][CH:19]=[C:18]([C:22]3[CH:27]=[CH:26][C:25]([Cl:28])=[C:24]([Cl:29])[CH:23]=3)[CH:17]=2)(=[O:15])=[O:14])=[C:6]([S:8]([NH2:11])(=[O:10])=[O:9])[CH:7]=1.[C:30]1(B(O)O)[CH:35]=[CH:34][CH:33]=[CH:32][CH:31]=1.C(=O)([O-])[O-].[Na+].[Na+]. Given the product [Cl:29][C:24]1[CH:23]=[C:22]([C:18]2[CH:17]=[C:16]([S:13]([NH:12][C:5]3[CH:4]=[CH:3][C:2]([C:30]4[CH:35]=[CH:34][CH:33]=[CH:32][CH:31]=4)=[CH:7][C:6]=3[S:8]([NH2:11])(=[O:10])=[O:9])(=[O:15])=[O:14])[CH:21]=[CH:20][CH:19]=2)[CH:27]=[CH:26][C:25]=1[Cl:28], predict the reactants needed to synthesize it.